From a dataset of Full USPTO retrosynthesis dataset with 1.9M reactions from patents (1976-2016). Predict the reactants needed to synthesize the given product. (1) Given the product [CH3:21][O:20][C:14]1[CH:13]=[C:12]([CH:17]=[C:16]([O:18][CH3:19])[CH:15]=1)[CH2:11][CH2:10][C:8]1[N:9]=[C:4]2[CH:3]=[C:2]([C:33]3[CH:32]=[CH:31][C:30]([N:27]4[CH2:28][CH2:29][N:24]([CH3:23])[C:25](=[O:45])[CH2:26]4)=[CH:35][CH:34]=3)[NH:22][C:5]2=[N:6][CH:7]=1, predict the reactants needed to synthesize it. The reactants are: Br[C:2]1[NH:22][C:5]2=[N:6][CH:7]=[C:8]([CH2:10][CH2:11][C:12]3[CH:17]=[C:16]([O:18][CH3:19])[CH:15]=[C:14]([O:20][CH3:21])[CH:13]=3)[N:9]=[C:4]2[CH:3]=1.[CH3:23][N:24]1[CH2:29][CH2:28][N:27]([C:30]2[CH:35]=[CH:34][C:33](B3OC(C)(C)C(C)(C)O3)=[CH:32][CH:31]=2)[CH2:26][C:25]1=[O:45]. (2) Given the product [OH:1][CH:2]1[CH2:25][N:24]([CH2:26][CH2:27][CH2:28][CH2:29][CH2:30][CH2:31][C:32]([OH:34])=[O:33])[C:5]2=[N:6][C:7]([C:17]3[CH:22]=[CH:21][C:20]([CH3:23])=[CH:19][CH:18]=3)=[C:8]([C:10]3[CH:11]=[CH:12][C:13]([CH3:16])=[CH:14][CH:15]=3)[N:9]=[C:4]2[CH2:3]1, predict the reactants needed to synthesize it. The reactants are: [OH:1][CH:2]1[CH2:25][N:24]([CH2:26][CH2:27][CH2:28][CH2:29][CH2:30][CH2:31][C:32]([O:34]CC)=[O:33])[C:5]2=[N:6][C:7]([C:17]3[CH:22]=[CH:21][C:20]([CH3:23])=[CH:19][CH:18]=3)=[C:8]([C:10]3[CH:15]=[CH:14][C:13]([CH3:16])=[CH:12][CH:11]=3)[N:9]=[C:4]2[CH2:3]1.[OH-].[Na+].Cl. (3) Given the product [CH3:15][C@@H:14]([C@H:2]([CH2:3][C:4]1[CH:9]=[CH:8][C:7]([OH:10])=[C:6]([O:12][CH3:13])[CH:5]=1)[CH3:1])[CH2:16][C:17]1[CH:22]=[CH:21][C:20]([OH:23])=[C:19]([OH:25])[CH:18]=1, predict the reactants needed to synthesize it. The reactants are: [CH3:1][CH:2]([CH:14]([CH2:16][C:17]1[CH:22]=[CH:21][C:20]([O:23]C)=[C:19]([O:25]C)[CH:18]=1)[CH3:15])[CH2:3][C:4]1[CH:9]=[CH:8][C:7]([O:10]C)=[C:6]([O:12][CH3:13])[CH:5]=1.CC(C(CC1C=CC(O)=C(O)C=1)C)CC1C=CC(O)=C(O)C=1.